Task: Predict the reactants needed to synthesize the given product.. Dataset: Full USPTO retrosynthesis dataset with 1.9M reactions from patents (1976-2016) (1) Given the product [Br:1][C:2]1[C:3]([O:25][CH3:26])=[C:4]([Cl:24])[C:5]([NH:11][C:12]([C:14]2[C:18]3[N:19]=[CH:20][N:21]=[C:22]([NH:41][C:39](=[O:40])[C:38]4[CH:37]=[CH:36][C:35]([N:32]5[CH2:31][CH2:30][N:29]([CH2:27][CH3:28])[CH2:34][CH2:33]5)=[CH:43][CH:42]=4)[C:17]=3[S:16][CH:15]=2)=[O:13])=[C:6]([Cl:10])[C:7]=1[O:8][CH3:9], predict the reactants needed to synthesize it. The reactants are: [Br:1][C:2]1[C:7]([O:8][CH3:9])=[C:6]([Cl:10])[C:5]([NH:11][C:12]([C:14]2[C:18]3[N:19]=[CH:20][N:21]=[C:22](Cl)[C:17]=3[S:16][CH:15]=2)=[O:13])=[C:4]([Cl:24])[C:3]=1[O:25][CH3:26].[CH2:27]([N:29]1[CH2:34][CH2:33][N:32]([C:35]2[CH:43]=[CH:42][C:38]([C:39]([NH2:41])=[O:40])=[CH:37][CH:36]=2)[CH2:31][CH2:30]1)[CH3:28].CC1(C)C2C(=C(P(C3C=CC=CC=3)C3C=CC=CC=3)C=CC=2)OC2C(P(C3C=CC=CC=3)C3C=CC=CC=3)=CC=CC1=2.C([O-])([O-])=O.[Cs+].[Cs+]. (2) Given the product [CH2:15]([O:22][C:23]1[CH:24]=[CH:25][C:26]([O:29][CH2:2][C:3]2[N:4]=[C:5]([C:9]3[CH:14]=[CH:13][CH:12]=[CH:11][CH:10]=3)[O:6][C:7]=2[CH3:8])=[CH:27][CH:28]=1)[C:16]1[CH:17]=[CH:18][CH:19]=[CH:20][CH:21]=1, predict the reactants needed to synthesize it. The reactants are: Cl[CH2:2][C:3]1[N:4]=[C:5]([C:9]2[CH:14]=[CH:13][CH:12]=[CH:11][CH:10]=2)[O:6][C:7]=1[CH3:8].[CH2:15]([O:22][C:23]1[CH:28]=[CH:27][C:26]([OH:29])=[CH:25][CH:24]=1)[C:16]1[CH:21]=[CH:20][CH:19]=[CH:18][CH:17]=1.C(=O)([O-])[O-].[K+].[K+].CN(C)C=O.